From a dataset of Reaction yield outcomes from USPTO patents with 853,638 reactions. Predict the reaction yield, written as a fraction of the theoretical maximum amount of product (1.0 means a 100% yield; for example, 0.34 means a 34% yield). The reactants are [NH:1]1[C:5]2=[N:6][CH:7]=[CH:8][CH:9]=[C:4]2[C:3]([C:10]([O:12][CH3:13])=[O:11])=[N:2]1.C([O-])(=O)C.[Na+].[Br:19]Br.O. The catalyst is C(O)(=O)C. The product is [Br:19][C:8]1[CH:9]=[C:4]2[C:3]([C:10]([O:12][CH3:13])=[O:11])=[N:2][NH:1][C:5]2=[N:6][CH:7]=1. The yield is 0.300.